From a dataset of NCI-60 drug combinations with 297,098 pairs across 59 cell lines. Regression. Given two drug SMILES strings and cell line genomic features, predict the synergy score measuring deviation from expected non-interaction effect. (1) Drug 1: C(CC(=O)O)C(=O)CN.Cl. Drug 2: CC1=C(C(=O)C2=C(C1=O)N3CC4C(C3(C2COC(=O)N)OC)N4)N. Cell line: NCI-H460. Synergy scores: CSS=39.2, Synergy_ZIP=-0.945, Synergy_Bliss=-3.20, Synergy_Loewe=-35.6, Synergy_HSA=-6.46. (2) Drug 1: CCC1(CC2CC(C3=C(CCN(C2)C1)C4=CC=CC=C4N3)(C5=C(C=C6C(=C5)C78CCN9C7C(C=CC9)(C(C(C8N6C=O)(C(=O)OC)O)OC(=O)C)CC)OC)C(=O)OC)O.OS(=O)(=O)O. Drug 2: C1=NNC2=C1C(=O)NC=N2. Cell line: NCI-H322M. Synergy scores: CSS=2.96, Synergy_ZIP=1.58, Synergy_Bliss=2.83, Synergy_Loewe=4.26, Synergy_HSA=2.50. (3) Drug 1: CC1=C2C(C(=O)C3(C(CC4C(C3C(C(C2(C)C)(CC1OC(=O)C(C(C5=CC=CC=C5)NC(=O)OC(C)(C)C)O)O)OC(=O)C6=CC=CC=C6)(CO4)OC(=O)C)OC)C)OC. Drug 2: CC1=C(C=C(C=C1)C(=O)NC2=CC(=CC(=C2)C(F)(F)F)N3C=C(N=C3)C)NC4=NC=CC(=N4)C5=CN=CC=C5. Cell line: MCF7. Synergy scores: CSS=36.3, Synergy_ZIP=3.75, Synergy_Bliss=5.17, Synergy_Loewe=-17.2, Synergy_HSA=4.98. (4) Drug 1: CC12CCC(CC1=CCC3C2CCC4(C3CC=C4C5=CN=CC=C5)C)O. Drug 2: CNC(=O)C1=CC=CC=C1SC2=CC3=C(C=C2)C(=NN3)C=CC4=CC=CC=N4. Cell line: MCF7. Synergy scores: CSS=12.0, Synergy_ZIP=-2.45, Synergy_Bliss=7.21, Synergy_Loewe=6.36, Synergy_HSA=6.93. (5) Drug 1: CN(C(=O)NC(C=O)C(C(C(CO)O)O)O)N=O. Drug 2: C1CCC(C(C1)N)N.C(=O)(C(=O)[O-])[O-].[Pt+4]. Cell line: RPMI-8226. Synergy scores: CSS=-0.630, Synergy_ZIP=-16.4, Synergy_Bliss=-44.1, Synergy_Loewe=-79.4, Synergy_HSA=-43.8. (6) Drug 1: C1CC(C1)(C(=O)O)C(=O)O.[NH2-].[NH2-].[Pt+2]. Drug 2: C1=NC2=C(N=C(N=C2N1C3C(C(C(O3)CO)O)F)Cl)N. Cell line: K-562. Synergy scores: CSS=15.2, Synergy_ZIP=-4.37, Synergy_Bliss=0.432, Synergy_Loewe=-20.7, Synergy_HSA=-2.84.